Dataset: Forward reaction prediction with 1.9M reactions from USPTO patents (1976-2016). Task: Predict the product of the given reaction. (1) Given the reactants [F:1][C:2]1[CH:9]=[CH:8][C:7]([N+:10]([O-:12])=[O:11])=[CH:6][C:3]=1[CH2:4][OH:5].C(N(CC)CC)C.[C:20](Cl)(=[O:22])[CH3:21], predict the reaction product. The product is: [F:1][C:2]1[CH:9]=[CH:8][C:7]([N+:10]([O-:12])=[O:11])=[CH:6][C:3]=1[CH2:4][O:5][C:20](=[O:22])[CH3:21]. (2) The product is: [CH:17]1([N:12]2[CH2:13][CH2:14][C:15]3=[CH:16][N:7]([C:1]4[CH:2]=[CH:3][CH:4]=[CH:5][CH:6]=4)[N:8]=[C:9]3[CH2:10][CH2:11]2)[CH2:20][CH2:19][CH2:18]1. Given the reactants [C:1]1([N:7]2[CH:16]=[C:15]3[C:9]([CH2:10][CH2:11][NH:12][CH2:13][CH2:14]3)=[N:8]2)[CH:6]=[CH:5][CH:4]=[CH:3][CH:2]=1.[C:17]1(=O)[CH2:20][CH2:19][CH2:18]1.C(O[BH-](OC(=O)C)OC(=O)C)(=O)C.[Na+].Cl, predict the reaction product. (3) Given the reactants [NH:1]1[C:9]2[C:4](=[CH:5][CH:6]=[CH:7][CH:8]=2)[C:3]([C:10]([O:12][CH3:13])=[O:11])=[N:2]1.[C:14]1(B(O)O)[CH:19]=[CH:18][CH:17]=[CH:16][CH:15]=1.N1C=CC=CC=1, predict the reaction product. The product is: [C:14]1([N:1]2[C:9]3[C:4](=[CH:5][CH:6]=[CH:7][CH:8]=3)[C:3]([C:10]([O:12][CH3:13])=[O:11])=[N:2]2)[CH:19]=[CH:18][CH:17]=[CH:16][CH:15]=1.